From a dataset of Reaction yield outcomes from USPTO patents with 853,638 reactions. Predict the reaction yield, written as a fraction of the theoretical maximum amount of product (1.0 means a 100% yield; for example, 0.34 means a 34% yield). (1) The reactants are [CH3:1][C:2]1[N:3]=[C:4]2[CH:12]=[CH:11][CH:10]=[C:9]3[N:5]2[C:6]=1[C:7](=[O:30])[N:8]3[CH2:13][CH2:14][CH2:15][CH2:16][CH2:17][CH2:18][N:19]1C(=O)C2=CC=CC=C2C1=O.NN. The catalyst is C(O)C. The product is [NH2:19][CH2:18][CH2:17][CH2:16][CH2:15][CH2:14][CH2:13][N:8]1[C:9]2[N:5]3[C:4](=[N:3][C:2]([CH3:1])=[C:6]3[C:7]1=[O:30])[CH:12]=[CH:11][CH:10]=2. The yield is 0.754. (2) The reactants are [C:1]([O:5][C:6]([N:8]1[CH2:13][CH2:12][N:11]([C:14]2C(=O)N(CC(C)C)N=C(C3C=CC(C)=C(F)C=3)C=2C)[CH2:10][CH2:9]1)=[O:7])([CH3:4])([CH3:3])[CH3:2].[F:34][C:35]1[CH:63]=[CH:62][C:38]([CH2:39][N:40]2[C:45](=[O:46])[C:44](COS(C)(=O)=O)=[CH:43][C:42]([C:53]3[CH:58]=[CH:57][C:56]([O:59][CH3:60])=[C:55]([F:61])[CH:54]=3)=[N:41]2)=[CH:37][CH:36]=1.N1(C(OC(C)(C)C)=O)CCNCC1. No catalyst specified. The product is [C:1]([O:5][C:6]([N:8]1[CH2:13][CH2:12][N:11]([CH2:14][C:44]2[C:45](=[O:46])[N:40]([CH2:39][C:38]3[CH:62]=[CH:63][C:35]([F:34])=[CH:36][CH:37]=3)[N:41]=[C:42]([C:53]3[CH:58]=[CH:57][C:56]([O:59][CH3:60])=[C:55]([F:61])[CH:54]=3)[CH:43]=2)[CH2:10][CH2:9]1)=[O:7])([CH3:4])([CH3:3])[CH3:2]. The yield is 0.788. (3) The catalyst is C1COCC1. The reactants are [Cl:1][C:2]1[NH:10][C:9]2[C:8](=[O:11])[N:7]([CH2:12][CH2:13][CH2:14][OH:15])[C:6](=[O:16])[N:5]([CH2:17][CH2:18][CH2:19][CH2:20][CH3:21])[C:4]=2[N:3]=1.C1N=CN([C:27](N2C=NC=C2)=[O:28])C=1.[C:34]1([C:40]2([NH2:43])[CH2:42][CH2:41]2)[CH:39]=[CH:38][CH:37]=[CH:36][CH:35]=1. The product is [C:34]1([C:40]2([NH:43][C:27](=[O:28])[O:15][CH2:14][CH2:13][CH2:12][N:7]3[C:8](=[O:11])[C:9]4[NH:10][C:2]([Cl:1])=[N:3][C:4]=4[N:5]([CH2:17][CH2:18][CH2:19][CH2:20][CH3:21])[C:6]3=[O:16])[CH2:42][CH2:41]2)[CH:39]=[CH:38][CH:37]=[CH:36][CH:35]=1. The yield is 0.180.